This data is from Peptide-MHC class II binding affinity with 134,281 pairs from IEDB. The task is: Regression. Given a peptide amino acid sequence and an MHC pseudo amino acid sequence, predict their binding affinity value. This is MHC class II binding data. The peptide sequence is EGGNIYTKKEAFNVE. The MHC is HLA-DPA10201-DPB11401 with pseudo-sequence HLA-DPA10201-DPB11401. The binding affinity (normalized) is 0.